The task is: Binary Classification. Given a drug SMILES string, predict its activity (active/inactive) in a high-throughput screening assay against a specified biological target.. This data is from Serine/threonine kinase 33 screen with 319,792 compounds. (1) The compound is Clc1ccc(c2nc3n(c2/C=N\OCc2cc(F)ccc2)ccc(c3)C)cc1. The result is 0 (inactive). (2) The compound is s1c(CNC(=O)COC(=O)c2cc(c([N+]([O-])=O)cc2)C)ccc1. The result is 0 (inactive). (3) The compound is Fc1c(N2CCN(C(CNC(=O)C(=O)NCCC=3CCCCC3)c3occc3)CC2)cccc1. The result is 0 (inactive). (4) The compound is O=C1N(CCC1)c1cc(C(=O)Nc2ccc(N3CCN(CC3)CC)cc2)ccc1. The result is 0 (inactive). (5) The compound is O=C(Cn1nnc2c1cccc2)c1ccc([N+]([O-])=O)cc1. The result is 0 (inactive).